From a dataset of Drug-target binding data from BindingDB using IC50 measurements. Regression. Given a target protein amino acid sequence and a drug SMILES string, predict the binding affinity score between them. We predict pIC50 (pIC50 = -log10(IC50 in M); higher means more potent). Dataset: bindingdb_ic50. The small molecule is CC(C)CC(NC(=O)C(CCCN=C(N)N[N+](=O)[O-])NC(=O)C(CCCCCCCCC#N)C1CCCC1)C(=O)CCl. The target protein (P40313) has sequence MLLLSLTLSLVLLGSSWGCGIPAIKPALSFSQRIVNGENAVLGSWPWQVSLQDSSGFHFCGGSLISQSWVVTAAHCNVSPGRHFVVLGEYDRSSNAEPLQVLSVSRAITHPSWNSTTMNNDVTLLKLASPAQYTTRISPVCLASSNEALTEGLTCVTTGWGRLSGVGNVTPAHLQQVALPLVTVNQCRQYWGSSITDSMICAGGAGASSCQGDSGGPLVCQKGNTWVLIGIVSWGTKNCNVRAPAVYTRVSKFSTWINQVIAYN. The pIC50 is 6.0.